From a dataset of Full USPTO retrosynthesis dataset with 1.9M reactions from patents (1976-2016). Predict the reactants needed to synthesize the given product. Given the product [CH3:38][N:39]([CH3:40])[CH2:8][CH2:9][NH:10][C:35]([C:31]1[CH:32]=[C:33]2[C:28](=[CH:29][CH:30]=1)[CH2:27][N:26]([C:24]([NH:23][C:20]1[CH:19]=[CH:18][C:17]([C:15](=[O:16])[NH:14][CH2:11][CH2:12][CH3:13])=[CH:22][CH:21]=1)=[O:25])[CH2:34]2)=[O:37], predict the reactants needed to synthesize it. The reactants are: C1(C[CH2:8][CH2:9][NH2:10])C=CC=CC=1.[CH2:11]([NH:14][C:15]([C:17]1[CH:22]=[CH:21][C:20]([NH:23][C:24]([N:26]2[CH2:34][C:33]3[C:28](=[CH:29][CH:30]=[C:31]([C:35]([OH:37])=O)[CH:32]=3)[CH2:27]2)=[O:25])=[CH:19][CH:18]=1)=[O:16])[CH2:12][CH3:13].[CH2:38]1C2C(=CC=CC=2)[CH2:40][N:39]1C(NC1C=CC(C(O)=O)=CC=1)=O.